Dataset: Catalyst prediction with 721,799 reactions and 888 catalyst types from USPTO. Task: Predict which catalyst facilitates the given reaction. (1) Reactant: Cl.[CH3:2][O:3][C:4]1[CH:5]=[C:6]2[C:11](=[CH:12][C:13]=1[O:14][CH3:15])[CH:10]([CH2:16][C:17]1[CH:22]=[CH:21][C:20]([C:23]3[CH:24]=[N:25][CH:26]=[CH:27][C:28]=3[O:29][CH3:30])=[CH:19][CH:18]=1)[NH:9][CH2:8][CH2:7]2.C=O.[C:33]([BH3-])#N.[Na+]. Product: [CH3:2][O:3][C:4]1[CH:5]=[C:6]2[C:11](=[CH:12][C:13]=1[O:14][CH3:15])[CH:10]([CH2:16][C:17]1[CH:18]=[CH:19][C:20]([C:23]3[CH:24]=[N:25][CH:26]=[CH:27][C:28]=3[O:29][CH3:30])=[CH:21][CH:22]=1)[N:9]([CH3:33])[CH2:8][CH2:7]2. The catalyst class is: 466. (2) Reactant: OC1C=C(N2C3C(=NC(OC)=CC=3)N=C2)SC=1C(OC)=O.[OH:22][C:23]1[CH:27]=[C:26]([N:28]2[C:32]3=[N:33][C:34]([O:37][CH3:38])=[CH:35][CH:36]=[C:31]3[N:30]=[CH:29]2)[S:25][C:24]=1[C:39]([O:41][CH3:42])=[O:40].C([O-])([O-])=O.[K+].[K+].Br[CH2:50][C:51]1[CH:56]=[CH:55][CH:54]=[CH:53][C:52]=1[C:57]([F:60])([F:59])[F:58]. Product: [CH3:38][O:37][C:34]1[N:33]=[C:32]2[N:28]([C:26]3[S:25][C:24]([C:39]([O:41][CH3:42])=[O:40])=[C:23]([O:22][CH2:50][C:51]4[CH:56]=[CH:55][CH:54]=[CH:53][C:52]=4[C:57]([F:58])([F:59])[F:60])[CH:27]=3)[CH:29]=[N:30][C:31]2=[CH:36][CH:35]=1. The catalyst class is: 9.